Task: Regression. Given a peptide amino acid sequence and an MHC pseudo amino acid sequence, predict their binding affinity value. This is MHC class II binding data.. Dataset: Peptide-MHC class II binding affinity with 134,281 pairs from IEDB (1) The peptide sequence is VRVEILRNFYFINRL. The MHC is DRB1_0401 with pseudo-sequence DRB1_0401. The binding affinity (normalized) is 0.543. (2) The peptide sequence is EATTDGLGWYKIEID. The MHC is DRB1_1302 with pseudo-sequence DRB1_1302. The binding affinity (normalized) is 0.168. (3) The peptide sequence is WEQIFSTWLLKPGAG. The MHC is DRB1_1001 with pseudo-sequence DRB1_1001. The binding affinity (normalized) is 0.437.